This data is from Full USPTO retrosynthesis dataset with 1.9M reactions from patents (1976-2016). The task is: Predict the reactants needed to synthesize the given product. (1) Given the product [CH2:20]([NH:19][C:17]([N:12]1[CH2:13][CH:14]2[CH2:16][CH:10]([CH2:9][NH:8][CH2:15]2)[CH2:11]1)=[O:18])[CH3:21], predict the reactants needed to synthesize it. The reactants are: C([N:8]1[CH2:15][CH:14]2[CH2:16][CH:10]([CH2:11][N:12]([C:17]([NH:19][CH2:20][CH3:21])=[O:18])[CH2:13]2)[CH2:9]1)C1C=CC=CC=1. (2) Given the product [NH2:1][C@@H:2]([C:13]([OH:15])=[O:14])[CH2:3][C:4]1[C:12]2[C:7](=[CH:8][CH:9]=[CH:10][CH:11]=2)[NH:6][CH:5]=1, predict the reactants needed to synthesize it. The reactants are: [NH2:1][C@H:2]([C:13]([OH:15])=[O:14])[CH2:3][C:4]1[C:12]2[C:7](=[CH:8][CH:9]=[CH:10][CH:11]=2)[NH:6][CH:5]=1.P([O-])([O-])([O-])=O.[K+].[K+].[K+].